From a dataset of Peptide-MHC class I binding affinity with 185,985 pairs from IEDB/IMGT. Regression. Given a peptide amino acid sequence and an MHC pseudo amino acid sequence, predict their binding affinity value. This is MHC class I binding data. (1) The peptide sequence is FMYSDFHFI. The MHC is HLA-A68:02 with pseudo-sequence HLA-A68:02. The binding affinity (normalized) is 0.425. (2) The peptide sequence is HVDIPLQAY. The MHC is HLA-B27:05 with pseudo-sequence HLA-B27:05. The binding affinity (normalized) is 0.0847. (3) The peptide sequence is NPLEIYQEI. The MHC is HLA-A29:02 with pseudo-sequence HLA-A29:02. The binding affinity (normalized) is 0.0847. (4) The peptide sequence is TSSFREKSR. The MHC is HLA-A03:01 with pseudo-sequence HLA-A03:01. The binding affinity (normalized) is 0. (5) The binding affinity (normalized) is 0.858. The peptide sequence is HLRVLFSIF. The MHC is HLA-B08:01 with pseudo-sequence HLA-B08:01. (6) The peptide sequence is FQPYNGQFI. The MHC is H-2-Kb with pseudo-sequence H-2-Kb. The binding affinity (normalized) is 0.0352.